From a dataset of Merck oncology drug combination screen with 23,052 pairs across 39 cell lines. Regression. Given two drug SMILES strings and cell line genomic features, predict the synergy score measuring deviation from expected non-interaction effect. (1) Drug 1: COC12C(COC(N)=O)C3=C(C(=O)C(C)=C(N)C3=O)N1CC1NC12. Drug 2: N#Cc1ccc(Cn2cncc2CN2CCN(c3cccc(Cl)c3)C(=O)C2)cc1. Cell line: UWB1289. Synergy scores: synergy=-0.676. (2) Drug 1: Cn1nnc2c(C(N)=O)ncn2c1=O. Drug 2: CCc1c2c(nc3ccc(O)cc13)-c1cc3c(c(=O)n1C2)COC(=O)C3(O)CC. Cell line: UWB1289BRCA1. Synergy scores: synergy=9.13. (3) Drug 1: CN1C(=O)C=CC2(C)C3CCC4(C)C(NC(=O)OCC(F)(F)F)CCC4C3CCC12. Drug 2: Nc1ccn(C2OC(CO)C(O)C2(F)F)c(=O)n1. Cell line: OCUBM. Synergy scores: synergy=4.33. (4) Synergy scores: synergy=-4.37. Drug 1: CN1C(=O)C=CC2(C)C3CCC4(C)C(NC(=O)OCC(F)(F)F)CCC4C3CCC12. Drug 2: CCC1(O)C(=O)OCc2c1cc1n(c2=O)Cc2cc3c(CN(C)C)c(O)ccc3nc2-1. Cell line: HT144. (5) Drug 1: CN1C(=O)C=CC2(C)C3CCC4(C)C(NC(=O)OCC(F)(F)F)CCC4C3CCC12. Cell line: NCIH460. Synergy scores: synergy=-12.0. Drug 2: Cn1nnc2c(C(N)=O)ncn2c1=O. (6) Drug 1: NC(=O)c1cccc2cn(-c3ccc(C4CCCNC4)cc3)nc12. Drug 2: CCc1c2c(nc3ccc(O)cc13)-c1cc3c(c(=O)n1C2)COC(=O)C3(O)CC. Cell line: COLO320DM. Synergy scores: synergy=17.2. (7) Drug 1: CN1C(=O)C=CC2(C)C3CCC4(C)C(NC(=O)OCC(F)(F)F)CCC4C3CCC12. Drug 2: NC1CCCCC1N.O=C(O)C(=O)O.[Pt+2]. Cell line: ES2. Synergy scores: synergy=-14.3. (8) Drug 1: CC(C)CC(NC(=O)C(Cc1ccccc1)NC(=O)c1cnccn1)B(O)O. Drug 2: CCc1cnn2c(NCc3ccc[n+]([O-])c3)cc(N3CCCCC3CCO)nc12. Cell line: A2780. Synergy scores: synergy=-27.6. (9) Drug 1: Nc1ccn(C2OC(CO)C(O)C2(F)F)c(=O)n1. Drug 2: O=C(O)C1(Cc2cccc(Nc3nccs3)n2)CCC(Oc2cccc(Cl)c2F)CC1. Cell line: NCIH520. Synergy scores: synergy=0.621.